Dataset: Forward reaction prediction with 1.9M reactions from USPTO patents (1976-2016). Task: Predict the product of the given reaction. (1) The product is: [C:13]([CH:15](/[CH:21]=[N:11]/[C:8]1[CH:9]=[CH:10][C:3]2[S:2](=[O:12])(=[O:1])[CH2:6][CH2:5][C:4]=2[CH:7]=1)[C:16]([O:18][CH2:19][CH3:20])=[O:17])#[N:14]. Given the reactants [O:1]=[S:2]1(=[O:12])[CH2:6][CH2:5][C:4]2[CH:7]=[C:8]([NH2:11])[CH:9]=[CH:10][C:3]1=2.[C:13]([C:15](=[CH:21]OCC)[C:16]([O:18][CH2:19][CH3:20])=[O:17])#[N:14].C(OCC)(=O)C, predict the reaction product. (2) Given the reactants Cl.[CH:2]1([C:5]2[S:6][C:7]([CH:10]([CH2:15][C:16]3[CH:20]=[C:19]([O:21][CH2:22][CH2:23][C:24]4[CH:33]=[CH:32][C:31]5[CH2:30][CH2:29][CH2:28][NH:27][C:26]=5[N:25]=4)[N:18]([CH3:34])[N:17]=3)[CH2:11][C:12]([OH:14])=[O:13])=[CH:8][N:9]=2)[CH2:4][CH2:3]1.ClC1C=CC(C2SC(C(CC3C=C(OCCC4C=CC5CCCNC=5N=4)N(C)N=3)CC(O)=O)=CN=2)=CC=1.ClC1C=CC(C(=S)N)=CC=1, predict the reaction product. The product is: [CH:2]1([C:5]2[S:6][C:7]([CH:10]([CH2:15][C:16]3[CH:20]=[C:19]([O:21][CH2:22][CH2:23][C:24]4[CH:33]=[CH:32][C:31]5[CH2:30][CH2:29][CH2:28][NH:27][C:26]=5[N:25]=4)[N:18]([CH3:34])[N:17]=3)[CH2:11][C:12]([OH:14])=[O:13])=[CH:8][N:9]=2)[CH2:3][CH2:4]1. (3) Given the reactants [NH2:1][C:2]1[C:3]2[N:4]([C:8]([C@@H:12]3[CH2:16][CH2:15][CH2:14][N:13]3C(OCC3C=CC=CC=3)=O)=[N:9][C:10]=2Br)[CH:5]=[CH:6][N:7]=1.[CH2:27]([C:30]1[CH:35]=[CH:34][N:33]=[C:32]([NH:36][C:37](=[O:53])[C:38]2[CH:43]=[CH:42][C:41](B3OC(C)(C)C(C)(C)O3)=[CH:40][CH:39]=2)[CH:31]=1)[CH2:28][CH3:29], predict the reaction product. The product is: [NH2:1][C:2]1[C:3]2[N:4]([C:8]([C@@H:12]3[CH2:16][CH2:15][CH2:14][NH:13]3)=[N:9][C:10]=2[C:41]2[CH:42]=[CH:43][C:38]([C:37]([NH:36][C:32]3[CH:31]=[C:30]([CH2:27][CH2:28][CH3:29])[CH:35]=[CH:34][N:33]=3)=[O:53])=[CH:39][CH:40]=2)[CH:5]=[CH:6][N:7]=1.